Dataset: Full USPTO retrosynthesis dataset with 1.9M reactions from patents (1976-2016). Task: Predict the reactants needed to synthesize the given product. (1) Given the product [F:16][C:5]1[N:4]=[C:3]([C:17]2[CH:18]=[C:19]3[C:23](=[CH:24][CH:25]=2)[N:22]([CH3:26])[CH:21]=[CH:20]3)[C:2]([CH:27]=[CH2:28])=[C:14]([F:15])[C:6]=1[C:7]([O:9][C:10]([CH3:13])([CH3:12])[CH3:11])=[O:8], predict the reactants needed to synthesize it. The reactants are: Br[C:2]1[C:3]([C:17]2[CH:18]=[C:19]3[C:23](=[CH:24][CH:25]=2)[N:22]([CH3:26])[CH:21]=[CH:20]3)=[N:4][C:5]([F:16])=[C:6]([C:14]=1[F:15])[C:7]([O:9][C:10]([CH3:13])([CH3:12])[CH3:11])=[O:8].[CH:27]([B-](F)(F)F)=[CH2:28].[K+].COC1C=CC=C(OC)C=1C1C=CC=CC=1P(C1CCCCC1)C1CCCCC1.C([O-])([O-])=O.[K+].[K+]. (2) Given the product [N:25]([CH2:2][C:3]1[N:4]=[C:5]([C:18]2[CH:23]=[CH:22][C:21]([Cl:24])=[CH:20][CH:19]=2)[N:6]([C:8]2[CH:13]=[CH:12][C:11]([S:14]([CH3:17])(=[O:16])=[O:15])=[CH:10][CH:9]=2)[CH:7]=1)=[N+:26]=[N-:27], predict the reactants needed to synthesize it. The reactants are: Cl[CH2:2][C:3]1[N:4]=[C:5]([C:18]2[CH:23]=[CH:22][C:21]([Cl:24])=[CH:20][CH:19]=2)[N:6]([C:8]2[CH:13]=[CH:12][C:11]([S:14]([CH3:17])(=[O:16])=[O:15])=[CH:10][CH:9]=2)[CH:7]=1.[N-:25]=[N+:26]=[N-:27].[Na+]. (3) Given the product [Cl:1][C:2]1[CH:12]=[CH:11][C:5]2[NH:6][CH2:7][CH2:8][O:9][C:4]=2[CH:3]=1, predict the reactants needed to synthesize it. The reactants are: [Cl:1][C:2]1[CH:12]=[CH:11][C:5]2[NH:6][C:7](=O)[CH2:8][O:9][C:4]=2[CH:3]=1.B.C1COCC1. (4) Given the product [CH3:8][C:5]1[CH:6]=[CH:7][C:2]2[NH:1][C:10](=[O:11])[O:9][C:3]=2[CH:4]=1, predict the reactants needed to synthesize it. The reactants are: [NH2:1][C:2]1[CH:7]=[CH:6][C:5]([CH3:8])=[CH:4][C:3]=1[OH:9].[C:10](N1C=CN=C1)(N1C=CN=C1)=[O:11]. (5) Given the product [CH2:1]([C:3]1[C:12]([C:13]2[S:17][C:16]([C:18]3[CH:19]=[CH:20][C:21]([O:26][CH:27]([CH3:28])[CH3:29])=[C:22]([CH:25]=3)[C:23]#[N:24])=[N:15][CH:14]=2)=[CH:11][CH:10]=[C:9]2[C:4]=1[CH2:5][CH2:6][NH:7][CH2:8]2)[CH3:2], predict the reactants needed to synthesize it. The reactants are: [CH2:1]([C:3]1[C:12]([C:13]2[S:17][C:16]([C:18]3[CH:19]=[CH:20][C:21]([O:26][CH:27]([CH3:29])[CH3:28])=[C:22]([CH:25]=3)[C:23]#[N:24])=[N:15][CH:14]=2)=[CH:11][CH:10]=[C:9]2[C:4]=1[CH2:5][CH2:6][N:7]=[CH:8]2)[CH3:2].[BH4-].[Na+]. (6) Given the product [C:1]([O:5][C:6]([N:8]1[C@H:13]([CH2:14][CH:15]([CH3:17])[CH3:16])[CH2:12][N:11]([S:18]([C:21]2[CH:26]=[CH:25][C:24]([O:27][CH3:28])=[CH:23][CH:22]=2)(=[O:20])=[O:19])[C@@H:10]([C:29]([OH:32])=[O:30])[CH2:9]1)=[O:7])([CH3:4])([CH3:2])[CH3:3], predict the reactants needed to synthesize it. The reactants are: [C:1]([O:5][C:6]([N:8]1[C@H:13]([CH2:14][CH:15]([CH3:17])[CH3:16])[CH2:12][N:11]([S:18]([C:21]2[CH:26]=[CH:25][C:24]([O:27][CH3:28])=[CH:23][CH:22]=2)(=[O:20])=[O:19])[C@@H:10]([CH2:29][OH:30])[CH2:9]1)=[O:7])([CH3:4])([CH3:3])[CH3:2].I([O-])(=O)(=O)=[O:32].[Na+].